From a dataset of Catalyst prediction with 721,799 reactions and 888 catalyst types from USPTO. Predict which catalyst facilitates the given reaction. (1) Reactant: [OH:1][C@H:2]1[CH2:7][CH2:6][CH2:5][CH2:4][C@@H:3]1[NH:8][C:9]([C:11]1[CH:20]=[C:19]([CH2:21][C:22]2[CH:23]=[N:24][C:25]([CH:28]=[CH2:29])=[CH:26][CH:27]=2)[C:18]2[C:13](=[CH:14][CH:15]=[CH:16][CH:17]=2)[C:12]=1[O:30][CH3:31])=[O:10]. Product: [OH:1][C@H:2]1[CH2:7][CH2:6][CH2:5][CH2:4][C@@H:3]1[NH:8][C:9]([C:11]1[CH:20]=[C:19]([CH2:21][C:22]2[CH:23]=[N:24][C:25]([CH2:28][CH3:29])=[CH:26][CH:27]=2)[C:18]2[C:13](=[CH:14][CH:15]=[CH:16][CH:17]=2)[C:12]=1[O:30][CH3:31])=[O:10]. The catalyst class is: 19. (2) Reactant: [N:1]1([CH2:6][CH2:7][NH:8][C:9]([C:11]2[CH:16]=[CH:15][C:14]([NH:17][C:18]3[N:23]=[CH:22][C:21]([NH2:24])=[CH:20][N:19]=3)=[CH:13][N:12]=2)=[O:10])[CH2:5][CH2:4][CH2:3][CH2:2]1.[Cl:25][C:26]1[CH:34]=[CH:33][CH:32]=[C:31]([Cl:35])[C:27]=1[C:28](Cl)=[O:29]. Product: [N:1]1([CH2:6][CH2:7][NH:8][C:9]([C:11]2[CH:16]=[CH:15][C:14]([NH:17][C:18]3[N:19]=[CH:20][C:21]([NH:24][C:28](=[O:29])[C:27]4[C:26]([Cl:25])=[CH:34][CH:33]=[CH:32][C:31]=4[Cl:35])=[CH:22][N:23]=3)=[CH:13][N:12]=2)=[O:10])[CH2:5][CH2:4][CH2:3][CH2:2]1. The catalyst class is: 1. (3) Reactant: [C:1]([O:5][C:6]([NH:8][CH:9]([C:13]1[CH:18]=[CH:17][CH:16]=[C:15]([Cl:19])[CH:14]=1)[C:10]([OH:12])=O)=[O:7])([CH3:4])([CH3:3])[CH3:2].CN1CCOCC1.Cl.[CH3:28][C:29]1([NH2:32])[CH2:31][CH2:30]1. Product: [C:1]([O:5][C:6](=[O:7])[NH:8][CH:9]([C:13]1[CH:18]=[CH:17][CH:16]=[C:15]([Cl:19])[CH:14]=1)[C:10](=[O:12])[NH:32][C:29]1([CH3:28])[CH2:31][CH2:30]1)([CH3:2])([CH3:3])[CH3:4]. The catalyst class is: 1. (4) Reactant: Br[CH2:2][C:3]1[N:4]=[CH:5][C:6]([NH:9][C:10](=[O:16])[O:11][C:12]([CH3:15])([CH3:14])[CH3:13])=[N:7][CH:8]=1.O.O.C[N+]([O-:23])(C)C.O.C(Cl)(Cl)Cl. Product: [CH:2]([C:3]1[N:4]=[CH:5][C:6]([NH:9][C:10](=[O:16])[O:11][C:12]([CH3:15])([CH3:14])[CH3:13])=[N:7][CH:8]=1)=[O:23]. The catalyst class is: 633.